Dataset: Forward reaction prediction with 1.9M reactions from USPTO patents (1976-2016). Task: Predict the product of the given reaction. (1) Given the reactants [N:1]1([CH2:11][CH2:12][CH2:13][C:14]([O:16][CH2:17][CH3:18])=[O:15])[C:10]2[C:5](=[CH:6][CH:7]=[CH:8][CH:9]=2)[CH2:4][CH2:3][CH2:2]1.[Br-:19].[Br-].[Br-].C([N+](CCCC)(CCCC)CCCC)CCC.C([N+](CCCC)(CCCC)CCCC)CCC.C([N+](CCCC)(CCCC)CCCC)CCC.O, predict the reaction product. The product is: [Br:19][C:7]1[CH:6]=[C:5]2[C:10](=[CH:9][CH:8]=1)[N:1]([CH2:11][CH2:12][CH2:13][C:14]([O:16][CH2:17][CH3:18])=[O:15])[CH2:2][CH2:3][CH2:4]2. (2) The product is: [O:9]1[CH:10]=[CH:11][C:7]([C:4]2[N:3]=[C:2]([N:22]3[CH2:21][CH2:20][N:19]([C:17]([O:16][C:12]([CH3:15])([CH3:14])[CH3:13])=[O:18])[CH2:24][CH2:23]3)[S:6][N:5]=2)=[CH:8]1. Given the reactants Cl[C:2]1[S:6][N:5]=[C:4]([C:7]2[CH:11]=[CH:10][O:9][CH:8]=2)[N:3]=1.[C:12]([O:16][C:17]([N:19]1[CH2:24][CH2:23][NH:22][CH2:21][CH2:20]1)=[O:18])([CH3:15])([CH3:14])[CH3:13].C(N(CC)CC)C.O, predict the reaction product. (3) Given the reactants CN(C(O[N:9]1N=N[C:11]2C=CC=[CH:15][C:10]1=2)=[N+](C)C)C.[B-](F)(F)(F)F.CN1CC[O:27]CC1.[CH:30]1([CH2:36][O:37][C:38]2[C:39]3[N:40]([C:44]([C:49]([OH:51])=O)=[C:45]([CH2:47][CH3:48])[N:46]=3)[CH:41]=[CH:42][CH:43]=2)[CH2:35][CH2:34][CH2:33][CH2:32][CH2:31]1, predict the reaction product. The product is: [CH:30]1([CH2:36][O:37][C:38]2[C:39]3[N:40]([C:44]([C:49]([NH:9][C@H:10]([CH3:11])[CH2:15][OH:27])=[O:51])=[C:45]([CH2:47][CH3:48])[N:46]=3)[CH:41]=[CH:42][CH:43]=2)[CH2:31][CH2:32][CH2:33][CH2:34][CH2:35]1. (4) Given the reactants Cl[C:2]1[C:11]2[C:6](=[CH:7][CH:8]=[CH:9][CH:10]=2)[N:5]=[C:4]([C:12]2[CH:17]=[CH:16][CH:15]=[C:14]([N+:18]([O-:20])=[O:19])[CH:13]=2)[N:3]=1.[NH2:21][C:22]1[CH:23]=[C:24]2[C:28](=[CH:29][CH:30]=1)[N:27]([C:31]([O:33][C:34]([CH3:37])([CH3:36])[CH3:35])=[O:32])[N:26]=[CH:25]2, predict the reaction product. The product is: [N+:18]([C:14]1[CH:13]=[C:12]([C:4]2[N:3]=[C:2]([NH:21][C:22]3[CH:23]=[C:24]4[C:28](=[CH:29][CH:30]=3)[N:27]([C:31]([O:33][C:34]([CH3:37])([CH3:36])[CH3:35])=[O:32])[N:26]=[CH:25]4)[C:11]3[C:6](=[CH:7][CH:8]=[CH:9][CH:10]=3)[N:5]=2)[CH:17]=[CH:16][CH:15]=1)([O-:20])=[O:19].